Regression. Given two drug SMILES strings and cell line genomic features, predict the synergy score measuring deviation from expected non-interaction effect. From a dataset of NCI-60 drug combinations with 297,098 pairs across 59 cell lines. (1) Drug 1: CC(C1=C(C=CC(=C1Cl)F)Cl)OC2=C(N=CC(=C2)C3=CN(N=C3)C4CCNCC4)N. Drug 2: C(CN)CNCCSP(=O)(O)O. Cell line: HOP-62. Synergy scores: CSS=-2.64, Synergy_ZIP=-0.227, Synergy_Bliss=-3.93, Synergy_Loewe=-4.78, Synergy_HSA=-5.42. (2) Synergy scores: CSS=2.55, Synergy_ZIP=-0.680, Synergy_Bliss=2.02, Synergy_Loewe=-2.93, Synergy_HSA=-1.14. Drug 1: CC12CCC3C(C1CCC2O)C(CC4=C3C=CC(=C4)O)CCCCCCCCCS(=O)CCCC(C(F)(F)F)(F)F. Drug 2: C1C(C(OC1N2C=NC3=C2NC=NCC3O)CO)O. Cell line: U251.